The task is: Predict the product of the given reaction.. This data is from Forward reaction prediction with 1.9M reactions from USPTO patents (1976-2016). (1) Given the reactants Br[C:2]1[C:7]([Cl:8])=[CH:6][N:5]=[C:4]2[NH:9][CH:10]=[CH:11][C:3]=12.[CH:12]1([NH2:17])[CH2:16][CH2:15][CH2:14][CH2:13]1, predict the reaction product. The product is: [Cl:8][C:7]1[CH:6]=[N:5][C:4]2[NH:9][CH:10]=[CH:11][C:3]=2[C:2]=1[NH:17][CH:12]1[CH2:16][CH2:15][CH2:14][CH2:13]1. (2) Given the reactants [N:1]([CH:4]1[C:12]2[C:7](=[CH:8][C:9]([C:13]3[S:14][CH:15]=[CH:16][CH:17]=3)=[CH:10][CH:11]=2)[CH2:6][CH2:5]1)=[N+]=[N-].O.O.[Sn](Cl)(Cl)(Cl)Cl, predict the reaction product. The product is: [S:14]1[CH:15]=[CH:16][CH:17]=[C:13]1[C:9]1[CH:8]=[C:7]2[C:12](=[CH:11][CH:10]=1)[CH:4]([NH2:1])[CH2:5][CH2:6]2.